The task is: Predict the product of the given reaction.. This data is from Forward reaction prediction with 1.9M reactions from USPTO patents (1976-2016). (1) Given the reactants C(O[C:4](=[O:11])[CH2:5][CH2:6][CH2:7][O:8][CH2:9][CH3:10])C.C[Si]([N-][Si](C)(C)C)(C)C.[Li+].[CH:22]1([NH:27][C:28]2[C:33]([CH:34]=O)=[CH:32][N:31]=[C:30]([S:36][CH3:37])[N:29]=2)[CH2:26][CH2:25][CH2:24][CH2:23]1, predict the reaction product. The product is: [CH:22]1([N:27]2[C:28]3[N:29]=[C:30]([S:36][CH3:37])[N:31]=[CH:32][C:33]=3[CH:34]=[C:5]([CH2:6][CH2:7][O:8][CH2:9][CH3:10])[C:4]2=[O:11])[CH2:23][CH2:24][CH2:25][CH2:26]1. (2) The product is: [C:1]([C:5]1[N:10]=[CH:9][C:8]([C:11]2[N:12]([C:32]([N:34]3[CH2:35][CH2:36][CH:37]([CH2:40][C:41]([N:51]4[CH2:52][CH2:53][CH2:54][N:48]([CH3:47])[CH2:49][CH2:50]4)=[O:43])[CH2:38][CH2:39]3)=[O:33])[C@@:13]([C:25]3[CH:30]=[CH:29][C:28]([Cl:31])=[CH:27][CH:26]=3)([CH3:24])[C@@:14]([C:17]3[CH:22]=[CH:21][C:20]([Cl:23])=[CH:19][CH:18]=3)([CH3:16])[N:15]=2)=[C:7]([O:44][CH2:45][CH3:46])[CH:6]=1)([CH3:2])([CH3:3])[CH3:4]. Given the reactants [C:1]([C:5]1[N:10]=[CH:9][C:8]([C:11]2[N:12]([C:32]([N:34]3[CH2:39][CH2:38][CH:37]([CH2:40][C:41]([OH:43])=O)[CH2:36][CH2:35]3)=[O:33])[C@@:13]([C:25]3[CH:30]=[CH:29][C:28]([Cl:31])=[CH:27][CH:26]=3)([CH3:24])[C@@:14]([C:17]3[CH:22]=[CH:21][C:20]([Cl:23])=[CH:19][CH:18]=3)([CH3:16])[N:15]=2)=[C:7]([O:44][CH2:45][CH3:46])[CH:6]=1)([CH3:4])([CH3:3])[CH3:2].[CH3:47][N:48]1[CH2:54][CH2:53][CH2:52][NH:51][CH2:50][CH2:49]1, predict the reaction product. (3) Given the reactants Br[C:2]1[CH:42]=[CH:41][C:5]2[N:6]=[C:7]([N:23]([C:32]3[C:37]([Cl:38])=[CH:36][C:35]([F:39])=[CH:34][C:33]=3[Cl:40])[CH2:24][O:25][CH2:26][CH2:27][Si:28]([CH3:31])([CH3:30])[CH3:29])[C:8]3[CH:9]=[CH:10][N:11]([CH2:15][O:16][CH2:17][CH2:18][Si:19]([CH3:22])([CH3:21])[CH3:20])[C:12](=[O:14])[C:13]=3[C:4]=2[CH:3]=1.[NH:43]1[CH2:48][CH2:47][O:46][CH2:45][CH2:44]1.CC1(C)C2C(=C(P(C3C=CC=CC=3)C3C=CC=CC=3)C=CC=2)OC2C(P(C3C=CC=CC=3)C3C=CC=CC=3)=CC=CC1=2.C(=O)([O-])[O-].[Cs+].[Cs+], predict the reaction product. The product is: [Cl:38][C:37]1[CH:36]=[C:35]([F:39])[CH:34]=[C:33]([Cl:40])[C:32]=1[N:23]([CH2:24][O:25][CH2:26][CH2:27][Si:28]([CH3:31])([CH3:30])[CH3:29])[C:7]1[C:8]2[CH:9]=[CH:10][N:11]([CH2:15][O:16][CH2:17][CH2:18][Si:19]([CH3:21])([CH3:22])[CH3:20])[C:12](=[O:14])[C:13]=2[C:4]2[CH:3]=[C:2]([N:43]3[CH2:48][CH2:47][O:46][CH2:45][CH2:44]3)[CH:42]=[CH:41][C:5]=2[N:6]=1. (4) Given the reactants [NH:1]1[C:5]2[CH:6]=[C:7]([NH:10][C:11]3[C:12]4C=CN(S(C5C=CC(C)=CC=5)(=O)=O)[C:13]=4[N:14]=[C:15](Cl)[N:16]=3)[CH:8]=[CH:9][C:4]=2[N:3]=[CH:2]1.NC1C=CC([N:38]2[CH2:43][CH2:42][CH:41]([C:44]([N:46]([CH3:48])[CH3:47])=[O:45])[CH2:40][CH2:39]2)=CC=1.C[Si](Cl)(C)C.[OH-].[K+].[CH2:56](O)[CH2:57][CH2:58][CH3:59], predict the reaction product. The product is: [NH:1]1[C:5]2[CH:6]=[C:7]([NH:10][C:11]3[CH:9]=[CH:4][C:5]([C:41]4([C:44]([N:46]([CH3:47])[CH3:48])=[O:45])[CH2:40][CH2:39][NH:38][CH2:43][CH2:42]4)=[C:13]([NH:14][C:15]4[N:16]=[CH:59][C:58]5[CH:57]=[CH:56][NH:3][C:2]=5[N:1]=4)[CH:12]=3)[CH:8]=[CH:9][C:4]=2[N:3]=[CH:2]1. (5) Given the reactants C(OC([N:8]1[C:16]2[C:11](=[CH:12][C:13]([C:18]#[C:19][CH2:20][CH2:21][CH2:22][OH:23])=[C:14]([F:17])[CH:15]=2)[CH:10]=[CH:9]1)=O)(C)(C)C.[OH-].[Na+], predict the reaction product. The product is: [F:17][C:14]1[CH:15]=[C:16]2[C:11]([CH:10]=[CH:9][NH:8]2)=[CH:12][C:13]=1[C:18]#[C:19][CH2:20][CH2:21][CH2:22][OH:23]. (6) Given the reactants [CH3:1][N:2]1[CH:6]=[CH:5][C:4]([NH:7][C:8]2[C:17]3[C:12](=[CH:13][CH:14]=[C:15]([OH:18])[CH:16]=3)[N:11]=[CH:10][N:9]=2)=[N:3]1.F[C:20]1[C:25]([CH3:26])=[CH:24][CH:23]=[CH:22][C:21]=1[C:27](=[O:29])[CH3:28].C(O[K])(C)(C)C.O, predict the reaction product. The product is: [CH3:26][C:25]1[C:20]([O:18][C:15]2[CH:16]=[C:17]3[C:12](=[CH:13][CH:14]=2)[N:11]=[CH:10][N:9]=[C:8]3[NH:7][C:4]2[CH:5]=[CH:6][N:2]([CH3:1])[N:3]=2)=[C:21]([C:27](=[O:29])[CH3:28])[CH:22]=[CH:23][CH:24]=1. (7) Given the reactants [Cl:1][C:2]1[N:7]=[CH:6][C:5]([C:8]2[S:9][C:10]3[CH2:16][CH2:15][N:14](C(=O)C(F)(F)F)[CH2:13][CH2:12][C:11]=3[N:23]=2)=[CH:4][CH:3]=1.C(=O)([O-])[O-].[K+].[K+], predict the reaction product. The product is: [Cl:1][C:2]1[N:7]=[CH:6][C:5]([C:8]2[S:9][C:10]3[CH2:16][CH2:15][NH:14][CH2:13][CH2:12][C:11]=3[N:23]=2)=[CH:4][CH:3]=1. (8) Given the reactants [CH:1]([NH:3][C:4]1[NH:5][CH:6]=[C:7]([C:12]2[CH:17]=[CH:16][C:15]([N+:18]([O-])=O)=[CH:14][CH:13]=2)[C:8]=1[C:9]([NH2:11])=[O:10])=[O:2].[H][H], predict the reaction product. The product is: [CH:1]([NH:3][C:4]1[NH:5][CH:6]=[C:7]([C:12]2[CH:17]=[CH:16][C:15]([NH2:18])=[CH:14][CH:13]=2)[C:8]=1[C:9]([NH2:11])=[O:10])=[O:2].